This data is from Catalyst prediction with 721,799 reactions and 888 catalyst types from USPTO. The task is: Predict which catalyst facilitates the given reaction. (1) Reactant: [NH:1]1[C:9]2[C:4](=[CH:5][CH:6]=[CH:7][CH:8]=2)[CH:3]=[CH:2]1.Cl.Cl[C:12]1[CH:17]=[CH:16][N:15]=[CH:14][CH:13]=1.CC(C)([O-])C.[Na+].CN1C(=O)CCC1. Product: [N:15]1[CH:16]=[CH:17][C:12]([N:1]2[C:9]3[C:4](=[CH:5][CH:6]=[CH:7][CH:8]=3)[CH:3]=[CH:2]2)=[CH:13][CH:14]=1. The catalyst class is: 84. (2) Reactant: [CH2:1]([CH:4]1[CH2:9][CH:8]([C:10]2[CH:15]=[CH:14][CH:13]=[C:12]([Cl:16])[CH:11]=2)[CH:7]([C:17]2[CH:22]=[CH:21][C:20]([Cl:23])=[CH:19][CH:18]=2)[N:6]([CH:24]([CH2:27][CH3:28])[CH2:25][NH2:26])[C:5]1=[O:29])[CH:2]=[CH2:3].[C:30](OC(=O)C)(=[O:32])[CH3:31]. Product: [CH2:1]([CH:4]1[CH2:9][CH:8]([C:10]2[CH:15]=[CH:14][CH:13]=[C:12]([Cl:16])[CH:11]=2)[CH:7]([C:17]2[CH:18]=[CH:19][C:20]([Cl:23])=[CH:21][CH:22]=2)[N:6]([CH:24]([CH2:27][CH3:28])[CH2:25][NH:26][C:30](=[O:32])[CH3:31])[C:5]1=[O:29])[CH:2]=[CH2:3]. The catalyst class is: 3. (3) Reactant: Br[C:2]1[CH:7]=[CH:6][CH:5]=[C:4]([C@@H:8]([O:15][CH3:16])[CH2:9][CH2:10][CH2:11][CH2:12][CH2:13][CH3:14])[C:3]=1[O:17][CH3:18].CON(C)[C:22](=[O:25])[CH2:23][Cl:24]. Product: [Cl:24][CH2:23][C:22]([C:2]1[CH:7]=[CH:6][CH:5]=[C:4]([C@@H:8]([O:15][CH3:16])[CH2:9][CH2:10][CH2:11][CH2:12][CH2:13][CH3:14])[C:3]=1[O:17][CH3:18])=[O:25]. The catalyst class is: 1. (4) Reactant: [N+](C1C=C(C=CC=1)C([O:9][C@@H:10]1[CH2:14][C@@H:13]([O:15][CH2:16][C:17]2[CH:22]=[CH:21][CH:20]=[CH:19][CH:18]=2)[CH2:12][C@@H:11]1[CH3:23])=O)([O-])=O.CO. Product: [CH2:16]([O:15][C@@H:13]1[CH2:14][C@@H:10]([OH:9])[C@@H:11]([CH3:23])[CH2:12]1)[C:17]1[CH:22]=[CH:21][CH:20]=[CH:19][CH:18]=1. The catalyst class is: 20. (5) Reactant: [BH-](OC(C)=O)(OC(C)=O)OC(C)=O.[Na+].[CH:15]([C:18]1[CH:24]=[CH:23][CH:22]=[C:21]([CH:25]([CH3:27])[CH3:26])[C:19]=1[NH2:20])([CH3:17])[CH3:16].[CH3:28][C:29]([CH3:31])=O.C(O)(=O)C. Product: [CH:29]([NH:20][C:19]1[C:18]([CH:15]([CH3:17])[CH3:16])=[CH:24][CH:23]=[CH:22][C:21]=1[CH:25]([CH3:27])[CH3:26])([CH3:31])[CH3:28]. The catalyst class is: 26. (6) Reactant: [Cl:1][C:2]1[CH:3]=[CH:4][C:5]([CH2:8][CH2:9][C:10]2[CH:15]=[CH:14][N:13]([C:16]3[CH:21]=[CH:20][C:19]4[C:22]5[CH2:23][NH:24][CH2:25][CH2:26][CH2:27][C:28]=5[O:29][C:18]=4[CH:17]=3)[C:12](=[O:30])[N:11]=2)=[N:6][CH:7]=1.Cl.CCOCC. The catalyst class is: 5. Product: [ClH:1].[Cl:1][C:2]1[CH:3]=[CH:4][C:5]([CH2:8][CH2:9][C:10]2[CH:15]=[CH:14][N:13]([C:16]3[CH:21]=[CH:20][C:19]4[C:22]5[CH2:23][NH:24][CH2:25][CH2:26][CH2:27][C:28]=5[O:29][C:18]=4[CH:17]=3)[C:12](=[O:30])[N:11]=2)=[N:6][CH:7]=1. (7) Reactant: [OH:1][C:2]1[CH:7]=[CH:6][C:5]([C:8]2[N:17]=[C:16]([NH:18][CH2:19][C@H:20]3[O:25][CH2:24][CH2:23][N:22]([C:26]([O:28][C:29]([CH3:32])([CH3:31])[CH3:30])=[O:27])[CH2:21]3)[C:15]3[C:10](=[N:11][CH:12]=[CH:13][N:14]=3)[CH:9]=2)=[CH:4][CH:3]=1.C([O-])([O-])=O.[Cs+].[Cs+].Br[CH2:40][CH2:41][CH2:42][OH:43].O. Product: [OH:43][CH2:42][CH2:41][CH2:40][O:1][C:2]1[CH:3]=[CH:4][C:5]([C:8]2[N:17]=[C:16]([NH:18][CH2:19][C@H:20]3[O:25][CH2:24][CH2:23][N:22]([C:26]([O:28][C:29]([CH3:32])([CH3:31])[CH3:30])=[O:27])[CH2:21]3)[C:15]3[C:10](=[N:11][CH:12]=[CH:13][N:14]=3)[CH:9]=2)=[CH:6][CH:7]=1. The catalyst class is: 3. (8) Reactant: [NH:1]1[CH2:6][CH2:5][NH:4][CH2:3][CH2:2]1.[C:7](=O)([O-])[O-].[K+].[K+].Br[CH2:14][C:15]1[CH:42]=[C:18]2[CH2:19][N:20]([C:24]([O:26][CH2:27][C:28]3[CH:33]=[C:32]([C:34]([F:37])([F:36])[F:35])[CH:31]=[C:30]([C:38]([F:41])([F:40])[F:39])[CH:29]=3)=[O:25])[CH2:21][CH2:22][CH2:23][N:17]2[N:16]=1. Product: [CH3:7][N:1]1[CH2:6][CH2:5][N:4]([CH2:14][C:15]2[CH:42]=[C:18]3[CH2:19][N:20]([C:24]([O:26][CH2:27][C:28]4[CH:33]=[C:32]([C:34]([F:37])([F:36])[F:35])[CH:31]=[C:30]([C:38]([F:41])([F:40])[F:39])[CH:29]=4)=[O:25])[CH2:21][CH2:22][CH2:23][N:17]3[N:16]=2)[CH2:3][CH2:2]1. The catalyst class is: 42. (9) Reactant: [Cl:1][C:2]1[N:3]([C:14]2[CH:19]=[CH:18][CH:17]=[CH:16][CH:15]=2)[C:4]2[C:9]([C:10]=1[C:11](O)=[O:12])=[CH:8][CH:7]=[CH:6][CH:5]=2.[N:20]1([C:26]([O:28][C:29]([CH3:32])([CH3:31])[CH3:30])=[O:27])[CH2:25][CH2:24][NH:23][CH2:22][CH2:21]1.C(Cl)CCl.C1C=NC2N(O)N=NC=2C=1.CN1CCOCC1. Product: [C:29]([O:28][C:26]([N:20]1[CH2:25][CH2:24][N:23]([C:11]([C:10]2[C:9]3[C:4](=[CH:5][CH:6]=[CH:7][CH:8]=3)[N:3]([C:14]3[CH:19]=[CH:18][CH:17]=[CH:16][CH:15]=3)[C:2]=2[Cl:1])=[O:12])[CH2:22][CH2:21]1)=[O:27])([CH3:32])([CH3:31])[CH3:30]. The catalyst class is: 3.